From a dataset of Full USPTO retrosynthesis dataset with 1.9M reactions from patents (1976-2016). Predict the reactants needed to synthesize the given product. (1) Given the product [N:1]1([C:6]2[CH:11]=[CH:10][C:9]([CH2:12][C:13]([N:15]3[CH2:20][CH2:19][N:18]([CH:21]4[CH2:33][CH2:36][C:32]5[C:23](=[CH:24][C:25]6[CH2:29][O:28][C:27](=[O:30])[C:26]=6[CH:31]=5)[CH2:22]4)[CH2:17][CH2:16]3)=[O:14])=[CH:8][CH:7]=2)[CH:5]=[N:4][N:3]=[N:2]1, predict the reactants needed to synthesize it. The reactants are: [N:1]1([C:6]2[CH:11]=[CH:10][C:9]([CH2:12][C:13]([N:15]3[CH2:20][CH2:19][N:18]([CH:21]([CH3:33])[CH2:22][C:23]4[CH:32]=[CH:31][C:26]5[C:27](=[O:30])[O:28][CH2:29][C:25]=5[CH:24]=4)[CH2:17][CH2:16]3)=[O:14])=[CH:8][CH:7]=2)[CH:5]=[N:4][N:3]=[N:2]1.Cl.N1(C(=O)CC2C=CC(N3C=NN=N3)=CC=2)CCNC[CH2:36]1.C1(=O)C2C=C3C(=CC=2CO1)CC(=O)CC3. (2) Given the product [Cl:1][C:2]1[C:11]([N+:12]([O-:14])=[O:13])=[C:10]([NH:31][C@H:24]([C:25]2[CH:30]=[CH:29][CH:28]=[CH:27][CH:26]=2)[CH3:23])[C:9]2[C:4](=[CH:5][CH:6]=[CH:7][CH:8]=2)[N:3]=1, predict the reactants needed to synthesize it. The reactants are: [Cl:1][C:2]1[C:11]([N+:12]([O-:14])=[O:13])=[C:10](Cl)[C:9]2[C:4](=[CH:5][CH:6]=[CH:7][CH:8]=2)[N:3]=1.C(N(CC)CC)C.[CH3:23][C@H:24]([NH2:31])[C:25]1[CH:30]=[CH:29][CH:28]=[CH:27][CH:26]=1. (3) Given the product [CH2:21]([N:28]1[CH2:32][CH2:33][N:2]([C:3]2([C:6]([O:8][CH2:9][CH3:10])=[O:7])[CH2:5][CH2:4]2)[CH2:30][CH2:29]1)[C:22]1[CH:27]=[CH:26][CH:25]=[CH:24][CH:23]=1, predict the reactants needed to synthesize it. The reactants are: Cl.[NH2:2][C:3]1([C:6]([O:8][CH2:9][CH3:10])=[O:7])[CH2:5][CH2:4]1.C(N(CC)C(C)C)(C)C.Cl.[CH2:21]([N:28]([CH2:32][CH2:33]Cl)[CH2:29][CH2:30]Cl)[C:22]1[CH:27]=[CH:26][CH:25]=[CH:24][CH:23]=1.CCOC(C)=O. (4) Given the product [F:1][C:2]1[C:7]([F:26])=[CH:6][N:5]=[C:4]2[NH:8][CH:9]=[CH:10][C:3]=12, predict the reactants needed to synthesize it. The reactants are: [F:1][C:2]1[CH:7]=[CH:6][N:5]=[C:4]2[N:8]([Si](C(C)C)(C(C)C)C(C)C)[CH:9]=[CH:10][C:3]=12.[Li]C(CC)C.[F:26]N(S(C1C=CC=CC=1)(=O)=O)S(C1C=CC=CC=1)(=O)=O.[Cl-].[NH4+].CCCC[N+](CCCC)(CCCC)CCCC.[F-].